From a dataset of Full USPTO retrosynthesis dataset with 1.9M reactions from patents (1976-2016). Predict the reactants needed to synthesize the given product. (1) Given the product [C:9]([N:23]1[CH:27]([CH3:28])[CH2:26][C:25](=[O:29])[CH2:24]1)([O:11][C:12]([CH3:13])([CH3:14])[CH3:15])=[O:10], predict the reactants needed to synthesize it. The reactants are: [C:9](O[C:9]([O:11][C:12]([CH3:15])([CH3:14])[CH3:13])=[O:10])([O:11][C:12]([CH3:15])([CH3:14])[CH3:13])=[O:10].C([N:23]1[CH:27]([CH3:28])[CH2:26][C:25](=[O:29])[CH2:24]1)C1C=CC=CC=1.[H][H]. (2) Given the product [NH2:25][C@H:7]1[C:8]2[C:13](=[CH:12][CH:11]=[C:10]([O:14][CH2:15][CH2:16][O:17][Si:18]([C:21]([CH3:23])([CH3:24])[CH3:22])([CH3:20])[CH3:19])[CH:9]=2)[N:4]([C:1](=[O:3])[CH3:2])[C@@H:5]([CH:37]2[CH2:39][CH2:38]2)[C@@H:6]1[CH3:36], predict the reactants needed to synthesize it. The reactants are: [C:1]([N:4]1[C:13]2[C:8](=[CH:9][C:10]([O:14][CH2:15][CH2:16][O:17][Si:18]([C:21]([CH3:24])([CH3:23])[CH3:22])([CH3:20])[CH3:19])=[CH:11][CH:12]=2)[C@H:7]([NH:25]C(=O)OCC2C=CC=CC=2)[C@@H:6]([CH3:36])[C@@H:5]1[CH:37]1[CH2:39][CH2:38]1)(=[O:3])[CH3:2]. (3) Given the product [Cl:39][C:37]1[CH:36]=[CH:35][C:34]([OH:40])=[C:33]([C:28]2[C:27]([C:26]#[C:25][C:22]3[CH:23]=[CH:24][C:19]([NH:18][C:17]([CH:12]4[CH2:13][O:14][CH2:15][CH2:16][N:11]4[C:9](=[O:10])[CH:8]([NH2:7])[C:42]4[CH:43]=[CH:44][CH:45]=[CH:46][CH:47]=4)=[O:41])=[CH:20][CH:21]=3)=[CH:31][N:30]([CH3:32])[N:29]=2)[CH:38]=1, predict the reactants needed to synthesize it. The reactants are: C(OC(=O)[NH:7][CH:8]([C:42]1[CH:47]=[CH:46][CH:45]=[CH:44][CH:43]=1)[C:9]([N:11]1[CH2:16][CH2:15][O:14][CH2:13][CH:12]1[C:17](=[O:41])[NH:18][C:19]1[CH:24]=[CH:23][C:22]([C:25]#[C:26][C:27]2[C:28]([C:33]3[CH:38]=[C:37]([Cl:39])[CH:36]=[CH:35][C:34]=3[OH:40])=[N:29][N:30]([CH3:32])[CH:31]=2)=[CH:21][CH:20]=1)=[O:10])(C)(C)C.C(O)(C(F)(F)F)=O. (4) The reactants are: F[C:2]1[CH:3]=[C:4]2[C:9](=[CH:10][C:11]=1[N+:12]([O-:14])=[O:13])[NH:8][C:7](=[O:15])[N:6]([NH:16][S:17]([CH3:20])(=[O:19])=[O:18])[C:5]2=[O:21].[NH:22]1[CH2:25][CH2:24][CH2:23]1. Given the product [N:22]1([C:2]2[CH:3]=[C:4]3[C:9](=[CH:10][C:11]=2[N+:12]([O-:14])=[O:13])[NH:8][C:7](=[O:15])[N:6]([NH:16][S:17]([CH3:20])(=[O:19])=[O:18])[C:5]3=[O:21])[CH2:25][CH2:24][CH2:23]1, predict the reactants needed to synthesize it. (5) Given the product [Cl:1][C:2]1[CH:7]=[CH:6][C:5]([NH:8][C:9](=[O:21])[C:10]2[CH:15]=[CH:14][C:13]([C:16]([F:17])([F:19])[F:18])=[N:12][C:11]=2[CH3:20])=[CH:4][C:3]=1[C:22]1[CH:27]=[CH:26][C:25]([O:28][CH2:31][C:30]([F:34])([F:33])[F:29])=[CH:24][N:23]=1, predict the reactants needed to synthesize it. The reactants are: [Cl:1][C:2]1[CH:7]=[CH:6][C:5]([NH:8][C:9](=[O:21])[C:10]2[CH:15]=[CH:14][C:13]([C:16]([F:19])([F:18])[F:17])=[N:12][C:11]=2[CH3:20])=[CH:4][C:3]=1[C:22]1[CH:27]=[CH:26][C:25]([OH:28])=[CH:24][N:23]=1.[F:29][C:30]([F:34])([F:33])[CH2:31]I. (6) Given the product [Cl-:1].[CH2:7]([N+:9]([CH2:2][CH2:3][CH2:4][CH2:5][OH:6])([CH3:11])[CH3:10])[CH3:8], predict the reactants needed to synthesize it. The reactants are: [Cl:1][CH2:2][CH2:3][CH2:4][CH2:5][OH:6].[CH2:7]([N:9]([CH3:11])[CH3:10])[CH3:8].[OH-].[Na+]. (7) Given the product [F:1][C:2]1[CH:7]=[CH:6][C:5]([C:8]2[N:12]([C@H:42]([CH3:43])[C@@H:38]([OH:39])[CH3:37])[CH:11]=[C:10]([C:13]([NH:15][C:16]3[CH:17]=[CH:18][C:19]([S:22]([CH3:25])(=[O:24])=[O:23])=[CH:20][CH:21]=3)=[O:14])[C:9]=2[CH3:26])=[C:4]([C:27]([F:29])([F:28])[F:30])[CH:3]=1, predict the reactants needed to synthesize it. The reactants are: [F:1][C:2]1[CH:7]=[CH:6][C:5]([C:8]2[NH:12][CH:11]=[C:10]([C:13]([NH:15][C:16]3[CH:21]=[CH:20][C:19]([S:22]([CH3:25])(=[O:24])=[O:23])=[CH:18][CH:17]=3)=[O:14])[C:9]=2[CH3:26])=[C:4]([C:27]([F:30])([F:29])[F:28])[CH:3]=1.CC(C)([O-])C.[Na+].[CH3:37][C@H:38]1[C@H:42]([CH3:43])OS(=O)(=O)[O:39]1.Cl.